Dataset: NCI-60 drug combinations with 297,098 pairs across 59 cell lines. Task: Regression. Given two drug SMILES strings and cell line genomic features, predict the synergy score measuring deviation from expected non-interaction effect. (1) Drug 1: CC1CCC2CC(C(=CC=CC=CC(CC(C(=O)C(C(C(=CC(C(=O)CC(OC(=O)C3CCCCN3C(=O)C(=O)C1(O2)O)C(C)CC4CCC(C(C4)OC)OCCO)C)C)O)OC)C)C)C)OC. Drug 2: CC(C)CN1C=NC2=C1C3=CC=CC=C3N=C2N. Cell line: A549. Synergy scores: CSS=4.79, Synergy_ZIP=0.0681, Synergy_Bliss=6.71, Synergy_Loewe=7.86, Synergy_HSA=6.03. (2) Drug 1: CC1=C2C(C(=O)C3(C(CC4C(C3C(C(C2(C)C)(CC1OC(=O)C(C(C5=CC=CC=C5)NC(=O)C6=CC=CC=C6)O)O)OC(=O)C7=CC=CC=C7)(CO4)OC(=O)C)O)C)OC(=O)C. Drug 2: CN(C(=O)NC(C=O)C(C(C(CO)O)O)O)N=O. Cell line: T-47D. Synergy scores: CSS=28.1, Synergy_ZIP=-4.42, Synergy_Bliss=-5.76, Synergy_Loewe=-21.1, Synergy_HSA=-4.10. (3) Drug 1: COC1=C(C=C2C(=C1)N=CN=C2NC3=CC(=C(C=C3)F)Cl)OCCCN4CCOCC4. Drug 2: CCC1(C2=C(COC1=O)C(=O)N3CC4=CC5=C(C=CC(=C5CN(C)C)O)N=C4C3=C2)O.Cl. Cell line: MDA-MB-231. Synergy scores: CSS=26.7, Synergy_ZIP=-7.83, Synergy_Bliss=-3.94, Synergy_Loewe=-2.91, Synergy_HSA=-0.534. (4) Drug 1: CN(CCCl)CCCl.Cl. Drug 2: CC(C)CN1C=NC2=C1C3=CC=CC=C3N=C2N. Cell line: SW-620. Synergy scores: CSS=30.7, Synergy_ZIP=-7.78, Synergy_Bliss=-2.71, Synergy_Loewe=2.46, Synergy_HSA=1.95.